From a dataset of Reaction yield outcomes from USPTO patents with 853,638 reactions. Predict the reaction yield, written as a fraction of the theoretical maximum amount of product (1.0 means a 100% yield; for example, 0.34 means a 34% yield). (1) The reactants are [CH3:1][C:2]1[O:6][N:5]=[C:4]([C:7]2[CH:12]=[CH:11][CH:10]=[CH:9][CH:8]=2)[C:3]=1[CH2:13][O:14][C:15]1[CH:23]=[CH:22][C:18]([C:19]([OH:21])=O)=[CH:17][N:16]=1.[C:24]([NH:27][CH2:28][CH2:29][NH2:30])(=[O:26])[CH3:25]. No catalyst specified. The product is [C:24]([NH:27][CH2:28][CH2:29][NH:30][C:19](=[O:21])[C:18]1[CH:22]=[CH:23][C:15]([O:14][CH2:13][C:3]2[C:4]([C:7]3[CH:8]=[CH:9][CH:10]=[CH:11][CH:12]=3)=[N:5][O:6][C:2]=2[CH3:1])=[N:16][CH:17]=1)(=[O:26])[CH3:25]. The yield is 0.670. (2) The reactants are [C:1]([NH:4][C:5]1[C:13]([N+:14]([O-:16])=[O:15])=[CH:12][CH:11]=[C:7]([C:8]([OH:10])=O)[C:6]=1[C:17]([OH:19])=[O:18])(=[O:3])[CH3:2].C(Cl)(=O)C. The catalyst is C(OC(=O)C)(=O)C. The product is [C:1]([NH:4][C:5]1[C:13]([N+:14]([O-:16])=[O:15])=[CH:12][CH:11]=[C:7]2[C:8]([O:19][C:17](=[O:18])[C:6]=12)=[O:10])(=[O:3])[CH3:2]. The yield is 0.580. (3) The reactants are [Cl:1][C:2]1[CH:7]=[CH:6][C:5]([S:8]([O-:10])=[O:9])=[CH:4][CH:3]=1.[Na+].[Cl:12][C:13]1[C:18]2[O:19][C:20]3[CH2:25][CH2:24][N:23]([C:26]([O:28][C:29]([CH3:32])([CH3:31])[CH3:30])=[O:27])[CH2:22][C:21]=3[C:17]=2[CH:16]=[C:15](Br)[CH:14]=1. No catalyst specified. The product is [Cl:12][C:13]1[C:18]2[O:19][C:20]3[CH2:25][CH2:24][N:23]([C:26]([O:28][C:29]([CH3:32])([CH3:31])[CH3:30])=[O:27])[CH2:22][C:21]=3[C:17]=2[CH:16]=[C:15]([S:8]([C:5]2[CH:6]=[CH:7][C:2]([Cl:1])=[CH:3][CH:4]=2)(=[O:10])=[O:9])[CH:14]=1. The yield is 0.480.